Predict the reactants needed to synthesize the given product. From a dataset of Full USPTO retrosynthesis dataset with 1.9M reactions from patents (1976-2016). (1) Given the product [C:18]([O:21][CH2:22][C:23]1[C:24]([N:38]2[CH2:49][CH2:48][N:47]3[C:40](=[CH:41][C:42]4[CH2:43][C:44]([CH3:51])([CH3:50])[CH2:45][C:46]=43)[C:39]2=[O:52])=[N:25][CH:26]=[CH:27][C:28]=1[C:2]1[CH:3]=[C:4]([NH:10][C:11]2[N:12]=[C:13]([CH3:17])[N:14]([CH3:16])[CH:15]=2)[C:5](=[O:9])[N:6]([CH3:8])[CH:7]=1)(=[O:20])[CH3:19], predict the reactants needed to synthesize it. The reactants are: Br[C:2]1[CH:3]=[C:4]([NH:10][C:11]2[N:12]=[C:13]([CH3:17])[N:14]([CH3:16])[CH:15]=2)[C:5](=[O:9])[N:6]([CH3:8])[CH:7]=1.[C:18]([O:21][CH2:22][C:23]1[C:24]([N:38]2[CH2:49][CH2:48][N:47]3[C:40](=[CH:41][C:42]4[CH2:43][C:44]([CH3:51])([CH3:50])[CH2:45][C:46]=43)[C:39]2=[O:52])=[N:25][CH:26]=[CH:27][C:28]=1B1OC(C)(C)C(C)(C)O1)(=[O:20])[CH3:19].C([O-])(=O)C.[Na+]. (2) Given the product [C:31]1([CH3:35])[CH:32]=[CH:33][CH:34]=[C:29]([C:7]2[CH:8]=[C:9]([NH:10][C:11]([C:13]3[CH:28]=[CH:27][C:16]4[N:17]([C:20]5[CH:25]=[CH:24][CH:23]=[C:22]([F:26])[CH:21]=5)[CH:18]=[N:19][C:15]=4[CH:14]=3)=[O:12])[NH:5][N:6]=2)[CH:30]=1, predict the reactants needed to synthesize it. The reactants are: C([N:5]1[C:9]([NH:10][C:11]([C:13]2[CH:28]=[CH:27][C:16]3[N:17]([C:20]4[CH:25]=[CH:24][CH:23]=[C:22]([F:26])[CH:21]=4)[CH:18]=[N:19][C:15]=3[CH:14]=2)=[O:12])=[CH:8][C:7]([C:29]2[CH:30]=[C:31]([CH3:35])[CH:32]=[CH:33][CH:34]=2)=[N:6]1)(C)(C)C. (3) Given the product [Br:34][CH2:35][C@H:36]([C:38]1[CH:39]=[C:40]([CH3:45])[CH:41]=[C:42]([CH3:44])[CH:43]=1)[OH:37], predict the reactants needed to synthesize it. The reactants are: CB1N2CCCC2C(C2C=CC=CC=2)(C2C=CC=CC=2)O1.B.C(N(CC)C1C=CC=CC=1)C.[Br:34][CH2:35][C:36]([C:38]1[CH:43]=[C:42]([CH3:44])[CH:41]=[C:40]([CH3:45])[CH:39]=1)=[O:37]. (4) Given the product [C:28]([NH:31][C:24]([C:13]1[CH:14]=[C:15]2[C:10](=[CH:11][CH:12]=1)[N:9]=[C:8]([C:5]1[CH:6]=[CH:7][C:2]([F:1])=[CH:3][CH:4]=1)[C:17]([N:18]1[CH2:22][CH2:21][CH2:20][C@@H:19]1[CH3:23])=[N:16]2)=[O:25])([CH3:30])([CH3:29])[CH3:27], predict the reactants needed to synthesize it. The reactants are: [F:1][C:2]1[CH:7]=[CH:6][C:5]([C:8]2[C:17]([N:18]3[CH2:22][CH2:21][CH2:20][C@@H:19]3[CH3:23])=[N:16][C:15]3[C:10](=[CH:11][CH:12]=[C:13]([C:24](O)=[O:25])[CH:14]=3)[N:9]=2)=[CH:4][CH:3]=1.[CH3:27][C:28]([NH2:31])([CH3:30])[CH3:29].C(N(CC)CC)C.C(P1(=O)OP(CCC)(=O)OP(CCC)(=O)O1)CC.